From a dataset of NCI-60 drug combinations with 297,098 pairs across 59 cell lines. Regression. Given two drug SMILES strings and cell line genomic features, predict the synergy score measuring deviation from expected non-interaction effect. (1) Drug 1: C1=CC(=CC=C1CC(C(=O)O)N)N(CCCl)CCCl.Cl. Drug 2: CCC(=C(C1=CC=CC=C1)C2=CC=C(C=C2)OCCN(C)C)C3=CC=CC=C3.C(C(=O)O)C(CC(=O)O)(C(=O)O)O. Cell line: A549. Synergy scores: CSS=19.9, Synergy_ZIP=-7.30, Synergy_Bliss=-0.388, Synergy_Loewe=-1.76, Synergy_HSA=-1.64. (2) Drug 1: C#CCC(CC1=CN=C2C(=N1)C(=NC(=N2)N)N)C3=CC=C(C=C3)C(=O)NC(CCC(=O)O)C(=O)O. Drug 2: CC(C)CN1C=NC2=C1C3=CC=CC=C3N=C2N. Cell line: IGROV1. Synergy scores: CSS=-2.57, Synergy_ZIP=1.06, Synergy_Bliss=0.479, Synergy_Loewe=-2.33, Synergy_HSA=-2.20. (3) Drug 1: CC(C1=C(C=CC(=C1Cl)F)Cl)OC2=C(N=CC(=C2)C3=CN(N=C3)C4CCNCC4)N. Drug 2: COC1=C2C(=CC3=C1OC=C3)C=CC(=O)O2. Cell line: CAKI-1. Synergy scores: CSS=8.19, Synergy_ZIP=-4.36, Synergy_Bliss=-3.58, Synergy_Loewe=-16.1, Synergy_HSA=-5.41. (4) Drug 1: CC(CN1CC(=O)NC(=O)C1)N2CC(=O)NC(=O)C2. Drug 2: C1=CC(=CC=C1CC(C(=O)O)N)N(CCCl)CCCl.Cl. Cell line: HOP-62. Synergy scores: CSS=14.4, Synergy_ZIP=-1.11, Synergy_Bliss=7.46, Synergy_Loewe=1.04, Synergy_HSA=5.27. (5) Drug 1: CN(CC1=CN=C2C(=N1)C(=NC(=N2)N)N)C3=CC=C(C=C3)C(=O)NC(CCC(=O)O)C(=O)O. Drug 2: CC1C(C(CC(O1)OC2CC(CC3=C2C(=C4C(=C3O)C(=O)C5=C(C4=O)C(=CC=C5)OC)O)(C(=O)CO)O)N)O.Cl. Cell line: OVCAR-4. Synergy scores: CSS=35.5, Synergy_ZIP=-9.43, Synergy_Bliss=-22.8, Synergy_Loewe=-0.529, Synergy_HSA=-19.0.